From a dataset of Reaction yield outcomes from USPTO patents with 853,638 reactions. Predict the reaction yield, written as a fraction of the theoretical maximum amount of product (1.0 means a 100% yield; for example, 0.34 means a 34% yield). (1) The reactants are Cl[C:2]1[N:7]=[C:6]([C:8]2[S:12][C:11]([CH:13]([CH3:15])[CH3:14])=[N:10][C:9]=2[C:16]2[CH:17]=[CH:18][C:19]([F:34])=[C:20]([NH:22][S:23]([C:26]3[C:31]([F:32])=[CH:30][CH:29]=[CH:28][C:27]=3[F:33])(=[O:25])=[O:24])[CH:21]=2)[CH:5]=[CH:4][N:3]=1.[CH2:35]([O:37][CH2:38][CH2:39][NH2:40])[CH3:36]. No catalyst specified. The product is [CH2:35]([O:37][CH2:38][CH2:39][NH:40][C:2]1[N:7]=[C:6]([C:8]2[S:12][C:11]([CH:13]([CH3:14])[CH3:15])=[N:10][C:9]=2[C:16]2[CH:17]=[CH:18][C:19]([F:34])=[C:20]([NH:22][S:23]([C:26]3[C:31]([F:32])=[CH:30][CH:29]=[CH:28][C:27]=3[F:33])(=[O:24])=[O:25])[CH:21]=2)[CH:5]=[CH:4][N:3]=1)[CH3:36]. The yield is 0.360. (2) The reactants are [CH2:1]([O:3][C:4](=[O:13])[C:5]([C:11]#[N:12])=[C:6](SC)[S:7][CH3:8])[CH3:2].FC(F)(F)C(O)=O.[CH:21]1([NH:24][C:25](=[O:35])[C:26]2[CH:31]=[CH:30][C:29]([CH3:32])=[C:28]([NH:33][NH2:34])[CH:27]=2)[CH2:23][CH2:22]1.C(N(C(C)C)CC)(C)C. The catalyst is C(O)C. The product is [CH2:1]([O:3][C:4]([C:5]1[C:6]([S:7][CH3:8])=[N:34][N:33]([C:28]2[CH:27]=[C:26]([C:25](=[O:35])[NH:24][CH:21]3[CH2:23][CH2:22]3)[CH:31]=[CH:30][C:29]=2[CH3:32])[C:11]=1[NH2:12])=[O:13])[CH3:2]. The yield is 0.590. (3) The reactants are [CH2:1]([CH:4]1[CH2:9][CH2:8][CH:7]([CH2:10][OH:11])[CH2:6][CH2:5]1)[C:2]#[CH:3].N1C=CC=CC=1.[C:18](OC(=O)C)(=[O:20])[CH3:19]. The catalyst is CN(C=O)C. The product is [C:18]([O:11][CH2:10][CH:7]1[CH2:8][CH2:9][CH:4]([CH2:1][C:2]#[CH:3])[CH2:5][CH2:6]1)(=[O:20])[CH3:19]. The yield is 0.910. (4) The reactants are [Br:1][C:2]1[CH:7]=[CH:6][C:5]([OH:8])=[CH:4][CH:3]=1.[OH-].[Na+].[Cl:11][C:12]1[N:17]=[C:16](Cl)[CH:15]=[CH:14][N:13]=1. The catalyst is CC(C)=O.O. The product is [Br:1][C:2]1[CH:7]=[CH:6][C:5]([O:8][C:14]2[CH:15]=[CH:16][N:17]=[C:12]([Cl:11])[N:13]=2)=[CH:4][CH:3]=1. The yield is 0.886. (5) The catalyst is CN(C)C=O. The product is [CH:1]1([NH:6][C:7]2[N:12]=[C:11]([C:13]3[C:14]([C:26]4[CH:27]=[CH:28][C:29]([O:32][CH2:40][CH:41]5[CH2:43][CH2:42]5)=[CH:30][CH:31]=4)=[N:15][N:16]4[C:21]([NH:22][CH:23]5[CH2:24][CH2:25]5)=[CH:20][CH:19]=[CH:18][C:17]=34)[CH:10]=[CH:9][N:8]=2)[CH2:5][CH2:4][CH2:3][CH2:2]1. The reactants are [CH:1]1([NH:6][C:7]2[N:12]=[C:11]([C:13]3[C:14]([C:26]4[CH:31]=[CH:30][C:29]([OH:32])=[CH:28][CH:27]=4)=[N:15][N:16]4[C:21]([NH:22][CH:23]5[CH2:25][CH2:24]5)=[CH:20][CH:19]=[CH:18][C:17]=34)[CH:10]=[CH:9][N:8]=2)[CH2:5][CH2:4][CH2:3][CH2:2]1.C(=O)([O-])[O-].[Cs+].[Cs+].Br[CH2:40][CH:41]1[CH2:43][CH2:42]1. The yield is 0.550. (6) The reactants are CCCC[N+](CCCC)(CCCC)CCCC.[F-].[Br:19][C:20]1[CH:27]=[CH:26][C:23]([CH:24]=[O:25])=[C:22]([F:28])[CH:21]=1.[Si]([C:33]([F:36])([F:35])[F:34])(C)(C)C.Cl. The catalyst is C1COCC1. The product is [Br:19][C:20]1[CH:27]=[CH:26][C:23]([CH:24]([OH:25])[C:33]([F:36])([F:35])[F:34])=[C:22]([F:28])[CH:21]=1. The yield is 0.900. (7) The reactants are [Cl:1][C:2]1[C:7]2[N:8]=[C:9]([C:11]3[CH:16]=[CH:15][C:14]([O:17]C)=[CH:13][CH:12]=3)[S:10][C:6]=2[CH:5]=[C:4]([O:19]C)[CH:3]=1.Cl. The catalyst is B(Br)(Br)Br. The product is [Cl:1][C:2]1[C:7]2[N:8]=[C:9]([C:11]3[CH:12]=[CH:13][C:14]([OH:17])=[CH:15][CH:16]=3)[S:10][C:6]=2[CH:5]=[C:4]([OH:19])[CH:3]=1. The yield is 0.980.